From a dataset of Forward reaction prediction with 1.9M reactions from USPTO patents (1976-2016). Predict the product of the given reaction. (1) Given the reactants [C:1]([C:3]1[CH:11]=[CH:10][C:6]([C:7]([OH:9])=[O:8])=[CH:5][N:4]=1)#[N:2].[F:12][C:13]([F:18])([F:17])[C:14]([O-:16])=[O:15].[H][H], predict the reaction product. The product is: [F:12][C:13]([F:18])([F:17])[C:14]([OH:16])=[O:15].[NH2:2][CH2:1][C:3]1[CH:11]=[CH:10][C:6]([C:7]([OH:9])=[O:8])=[CH:5][N:4]=1. (2) Given the reactants [CH3:1][O:2][C:3]1[CH:10]=[CH:9][CH:8]=[CH:7][C:4]=1[CH2:5][NH2:6].C(N(CC)CC)C.[F:18][C:19]1[CH:24]=[C:23]([S:25][C:26]([F:29])([F:28])[F:27])[CH:22]=[CH:21][C:20]=1[N:30]([CH3:34])[C:31](Cl)=[O:32], predict the reaction product. The product is: [F:18][C:19]1[CH:24]=[C:23]([S:25][C:26]([F:29])([F:28])[F:27])[CH:22]=[CH:21][C:20]=1[N:30]([CH3:34])[C:31]([NH:6][CH2:5][C:4]1[CH:7]=[CH:8][CH:9]=[CH:10][C:3]=1[O:2][CH3:1])=[O:32]. (3) Given the reactants C(OC([NH:8][C:9]1[C:19]([CH3:20])=[CH:18][C:12]([O:13][CH2:14][C:15]([OH:17])=O)=[C:11]([CH3:21])[C:10]=1[CH3:22])=O)(C)(C)C.C(OC([N:30]1[CH2:35][CH2:34][CH:33]([NH:36][CH3:37])[CH2:32][CH2:31]1)=O)(C)(C)C.F[P-](F)(F)(F)(F)F.N1(O[P+](N(C)C)(N(C)C)N(C)C)C2C=CC=CC=2N=N1.C(=O)([O-])O.[Na+].FC(F)(F)C(O)=O, predict the reaction product. The product is: [NH2:8][C:9]1[C:19]([CH3:20])=[CH:18][C:12]([O:13][CH2:14][C:15]([N:36]([CH3:37])[CH:33]2[CH2:34][CH2:35][NH:30][CH2:31][CH2:32]2)=[O:17])=[C:11]([CH3:21])[C:10]=1[CH3:22]. (4) Given the reactants [OH:1][N:2]1[C:10](=[O:11])[C:9]2[C:4](=[CH:5][CH:6]=[CH:7][CH:8]=2)[C:3]1=[O:12].Cl[CH2:14][C:15]([NH2:17])=[O:16].C([O-])([O-])=O.[K+].[K+], predict the reaction product. The product is: [O:12]=[C:3]1[C:4]2[C:9](=[CH:8][CH:7]=[CH:6][CH:5]=2)[C:10](=[O:11])[N:2]1[O:1][CH2:14][C:15]([NH2:17])=[O:16]. (5) Given the reactants [I-].[CH3:2][S+](C)(C)=O.[H-].[Na+].[C:9]([O:13][C:14](=[O:44])[CH:15]=[CH:16][C:17]1[CH:22]=[CH:21][C:20]([O:23][C:24]([F:27])([F:26])[F:25])=[C:19]([C:28]2[CH:37]=[C:36]3[C:31]([C:32]([CH3:42])([CH3:41])[CH2:33][C:34](=[O:40])[N:35]3[CH2:38][CH3:39])=[CH:30][C:29]=2[CH3:43])[CH:18]=1)([CH3:12])([CH3:11])[CH3:10], predict the reaction product. The product is: [C:9]([O:13][C:14]([CH:15]1[CH2:2][CH:16]1[C:17]1[CH:22]=[CH:21][C:20]([O:23][C:24]([F:27])([F:25])[F:26])=[C:19]([C:28]2[CH:37]=[C:36]3[C:31]([C:32]([CH3:42])([CH3:41])[CH2:33][C:34](=[O:40])[N:35]3[CH2:38][CH3:39])=[CH:30][C:29]=2[CH3:43])[CH:18]=1)=[O:44])([CH3:11])([CH3:10])[CH3:12]. (6) Given the reactants [C:1]([O:5][C:6]([NH:8][CH2:9][CH2:10][CH2:11][CH2:12][C:13](O)=O)=[O:7])([CH3:4])([CH3:3])[CH3:2].C(N(CC)CC)C.C(Cl)(=O)C(C)(C)C.[CH2:30]([O:37][C:38]1[CH:47]=[C:46]2[C:41]([C:42]([NH:49][CH2:50][CH2:51][O:52][C:53]3[CH:58]=[CH:57][CH:56]=[CH:55][CH:54]=3)=[C:43]([NH2:48])[CH:44]=[N:45]2)=[CH:40][CH:39]=1)[C:31]1[CH:36]=[CH:35][CH:34]=[CH:33][CH:32]=1, predict the reaction product. The product is: [CH2:30]([O:37][C:38]1[CH:39]=[CH:40][C:41]2[C:42]3[N:49]([CH2:50][CH2:51][O:52][C:53]4[CH:58]=[CH:57][CH:56]=[CH:55][CH:54]=4)[C:13]([CH2:12][CH2:11][CH2:10][CH2:9][NH:8][C:6](=[O:7])[O:5][C:1]([CH3:2])([CH3:3])[CH3:4])=[N:48][C:43]=3[CH:44]=[N:45][C:46]=2[CH:47]=1)[C:31]1[CH:32]=[CH:33][CH:34]=[CH:35][CH:36]=1.